This data is from Reaction yield outcomes from USPTO patents with 853,638 reactions. The task is: Predict the reaction yield, written as a fraction of the theoretical maximum amount of product (1.0 means a 100% yield; for example, 0.34 means a 34% yield). (1) The reactants are C1(C)C(S([N:10]2[CH:14]=[CH:13][CH:12]=[C:11]2[C:15](=[O:36])[C:16]2[CH:21]=[C:20]([NH:22]C(=O)C(F)(F)F)[CH:19]=[C:18]([NH:29]C(=O)C(F)(F)F)[CH:17]=2)(=O)=O)=CC=CC=1.[OH-].[K+]. The catalyst is CCO. The product is [NH2:29][C:18]1[CH:17]=[C:16]([CH:21]=[C:20]([NH2:22])[CH:19]=1)[C:15]([C:11]1[NH:10][CH:14]=[CH:13][CH:12]=1)=[O:36]. The yield is 0.650. (2) The reactants are [CH3:1][N:2]([CH3:20])[C:3]([C:5]1[N:14]([CH:15]2[CH2:19][CH2:18][CH2:17][CH2:16]2)[C:8]2[N:9]=[C:10](Cl)[N:11]=[CH:12][C:7]=2[CH:6]=1)=[O:4].[C:21]([O:25][C:26]([N:28]1[CH:33]2[CH2:34][CH2:35][CH:29]1[CH2:30][N:31]([C:36]1[CH:37]=[N:38][C:39]([NH2:42])=[CH:40][CH:41]=1)[CH2:32]2)=[O:27])([CH3:24])([CH3:23])[CH3:22]. The yield is 0.510. The product is [C:21]([O:25][C:26]([N:28]1[CH:29]2[CH2:35][CH2:34][CH:33]1[CH2:32][N:31]([C:36]1[CH:37]=[N:38][C:39]([NH:42][C:10]3[N:11]=[CH:12][C:7]4[CH:6]=[C:5]([C:3](=[O:4])[N:2]([CH3:20])[CH3:1])[N:14]([CH:15]5[CH2:19][CH2:18][CH2:17][CH2:16]5)[C:8]=4[N:9]=3)=[CH:40][CH:41]=1)[CH2:30]2)=[O:27])([CH3:24])([CH3:22])[CH3:23]. No catalyst specified.